This data is from Catalyst prediction with 721,799 reactions and 888 catalyst types from USPTO. The task is: Predict which catalyst facilitates the given reaction. (1) Reactant: [CH:1]1(B(O)O)[CH2:3][CH2:2]1.C1(P(C2CCCCC2)C2C=CC=CC=2C2C(OC)=CC=CC=2OC)CCCCC1.C(=O)([O-])[O-].[Na+].[Na+].Br[C:43]1[C:48]([C:49]2[CH:54]=[CH:53][C:52]([F:55])=[CH:51][CH:50]=2)=[C:47]([F:56])[C:46]([O:57][CH3:58])=[C:45]([CH:59]=[O:60])[CH:44]=1. Product: [CH:1]1([C:43]2[C:48]([C:49]3[CH:50]=[CH:51][C:52]([F:55])=[CH:53][CH:54]=3)=[C:47]([F:56])[C:46]([O:57][CH3:58])=[C:45]([CH:59]=[O:60])[CH:44]=2)[CH2:3][CH2:2]1. The catalyst class is: 491. (2) Reactant: [CH3:1][NH:2][C@H:3]1[CH2:7][CH2:6][N:5]([C:8]2[C:13]([C:14]([O:16][CH:17]([CH3:19])[CH3:18])=[O:15])=[CH:12][CH:11]=[CH:10][N:9]=2)[CH2:4]1.Br[CH2:21][C:22]1[CH:27]=[CH:26][CH:25]=[CH:24][C:23]=1[CH2:28][CH3:29].C([O-])([O-])=O.[K+].[K+]. Product: [CH2:28]([C:23]1[CH:24]=[CH:25][CH:26]=[CH:27][C:22]=1[CH2:21][N:2]([CH3:1])[C@H:3]1[CH2:7][CH2:6][N:5]([C:8]2[C:13]([C:14]([O:16][CH:17]([CH3:18])[CH3:19])=[O:15])=[CH:12][CH:11]=[CH:10][N:9]=2)[CH2:4]1)[CH3:29]. The catalyst class is: 21. (3) Reactant: [CH2:1]1[C:7]2[CH:8]=[CH:9][C:10]([NH:12][S:13]([C:16]3[CH:21]=[CH:20][C:19]([C:22]([F:25])([F:24])[F:23])=[CH:18][CH:17]=3)(=[O:15])=[O:14])=[CH:11][C:6]=2[CH2:5][CH2:4][NH:3][CH2:2]1.[F:26][CH2:27][C:28](Cl)=[O:29].C(N(CC)CC)C. Product: [F:26][CH2:27][C:28]([N:3]1[CH2:2][CH2:1][C:7]2[CH:8]=[CH:9][C:10]([NH:12][S:13]([C:16]3[CH:21]=[CH:20][C:19]([C:22]([F:24])([F:25])[F:23])=[CH:18][CH:17]=3)(=[O:15])=[O:14])=[CH:11][C:6]=2[CH2:5][CH2:4]1)=[O:29]. The catalyst class is: 7. (4) Reactant: [Cl:1][C:2]1[CH:3]=[C:4]([C:9]2[CH:17]=[CH:16][CH:15]=[C:14]3[C:10]=2[CH2:11][C:12](=[O:18])[NH:13]3)[CH:5]=[CH:6][C:7]=1[F:8].[N:19]1([CH2:24][CH2:25][NH:26][C:27]([C:29]2[CH:33]=[C:32]([CH3:34])[NH:31][C:30]=2[CH:35]=O)=[O:28])[CH2:23][CH2:22][CH2:21][CH2:20]1. Product: [N:19]1([CH2:24][CH2:25][NH:26][C:27]([C:29]2[CH:33]=[C:32]([CH3:34])[NH:31][C:30]=2[CH:35]=[C:11]2[C:10]3[C:14](=[CH:15][CH:16]=[CH:17][C:9]=3[C:4]3[CH:5]=[CH:6][C:7]([F:8])=[C:2]([Cl:1])[CH:3]=3)[NH:13][C:12]2=[O:18])=[O:28])[CH2:23][CH2:22][CH2:21][CH2:20]1. The catalyst class is: 360. (5) Reactant: C1(P(C2C=CC=CC=2)C2C=CC=CC=2)C=CC=CC=1.BrN1C(=O)CCC1=O.[Br:28][C:29]1[CH:30]=[C:31]([CH:39]([CH2:43][CH:44]2[CH2:48][CH2:47][CH2:46][CH2:45]2)[C:40]([OH:42])=O)[CH:32]=[CH:33][C:34]=1[S:35]([CH3:38])(=[O:37])=[O:36].[NH2:49][C:50]1[S:51][CH:52]=[CH:53][N:54]=1. Product: [Br:28][C:29]1[CH:30]=[C:31]([CH:39]([CH2:43][CH:44]2[CH2:48][CH2:47][CH2:46][CH2:45]2)[C:40]([NH:49][C:50]2[S:51][CH:52]=[CH:53][N:54]=2)=[O:42])[CH:32]=[CH:33][C:34]=1[S:35]([CH3:38])(=[O:36])=[O:37]. The catalyst class is: 2. (6) Reactant: [CH3:1][C@H:2]1[NH:7][C@@H:6]([CH3:8])[CH2:5][N:4]([C:9]2[CH:10]=[CH:11][C:12]([O:16][CH2:17][C:18]3[CH:23]=[CH:22][CH:21]=[CH:20][CH:19]=3)=[C:13]([CH:15]=2)[NH2:14])[CH2:3]1.[Br:24][C:25]1[S:29][C:28]([S:30](Cl)(=[O:32])=[O:31])=[CH:27][CH:26]=1. Product: [Br:24][C:25]1[S:29][C:28]([S:30]([NH:14][C:13]2[CH:15]=[C:9]([N:4]3[CH2:3][C@H:2]([CH3:1])[NH:7][C@H:6]([CH3:8])[CH2:5]3)[CH:10]=[CH:11][C:12]=2[O:16][CH2:17][C:18]2[CH:23]=[CH:22][CH:21]=[CH:20][CH:19]=2)(=[O:32])=[O:31])=[CH:27][CH:26]=1. The catalyst class is: 272. (7) Reactant: O.C1(C)C=CC(S(O)(=O)=O)=CC=1.[CH3:13][C:14]1[CH:19]=[CH:18][C:17]([C:20]([CH3:22])=O)=[CH:16][CH:15]=1.[C:23]1([C@@H:29]([NH2:31])[CH3:30])[CH:28]=[CH:27][CH:26]=[CH:25][CH:24]=1. Product: [C:23]1([C:29](=[N:31][C@H:20]([C:17]2[CH:18]=[CH:19][C:14]([CH3:13])=[CH:15][CH:16]=2)[CH3:22])[CH3:30])[CH:28]=[CH:27][CH:26]=[CH:25][CH:24]=1. The catalyst class is: 11.